From a dataset of Full USPTO retrosynthesis dataset with 1.9M reactions from patents (1976-2016). Predict the reactants needed to synthesize the given product. The reactants are: [NH2:1][C:2]1[NH:7][C:6](=[O:8])[N:5]([CH2:9][CH2:10][CH3:11])[C:4](=[O:12])[C:3]=1[NH:13][C:14]([C:16]1[CH:17]=[N:18][N:19]([CH2:21][C:22]2[CH:27]=[CH:26][CH:25]=[C:24]([C:28]([F:31])([F:30])[F:29])[CH:23]=2)[CH:20]=1)=O.O=P12OP3(OP(OP(O3)(O1)=O)(=O)O2)=O.CN(C=O)C. Given the product [CH2:9]([N:5]1[C:4](=[O:12])[C:3]2[NH:13][C:14]([C:16]3[CH:17]=[N:18][N:19]([CH2:21][C:22]4[CH:27]=[CH:26][CH:25]=[C:24]([C:28]([F:31])([F:30])[F:29])[CH:23]=4)[CH:20]=3)=[N:1][C:2]=2[NH:7][C:6]1=[O:8])[CH2:10][CH3:11], predict the reactants needed to synthesize it.